Predict the reaction yield, written as a fraction of the theoretical maximum amount of product (1.0 means a 100% yield; for example, 0.34 means a 34% yield). From a dataset of Reaction yield outcomes from USPTO patents with 853,638 reactions. (1) The reactants are [CH:1]1([C:4]([N:6]2[CH2:10][CH2:9][C@@H:8]([CH2:11][C:12]3[N:13]([C:18]4[CH:23]=[CH:22][C:21](B5OC(C)(C)C(C)(C)O5)=[CH:20][CH:19]=4)[C:14](=[O:17])[NH:15][N:16]=3)[CH2:7]2)=[O:5])[CH2:3][CH2:2]1.FC(F)(F)S(O[C:39]1[CH:47]=[CH:46][C:42]2[CH:43]=[CH:44][O:45][C:41]=2[CH:40]=1)(=O)=O.C(=O)([O-])[O-].[K+].[K+]. The catalyst is O1CCOCC1.C1C=CC(P(C2C=CC=CC=2)[C-]2C=CC=C2)=CC=1.C1C=CC(P(C2C=CC=CC=2)[C-]2C=CC=C2)=CC=1.Cl[Pd]Cl.[Fe+2].ClCCl. The product is [O:45]1[C:41]2[CH:40]=[C:39]([C:21]3[CH:22]=[CH:23][C:18]([N:13]4[C:12]([CH2:11][C@@H:8]5[CH2:9][CH2:10][N:6]([C:4]([CH:1]6[CH2:3][CH2:2]6)=[O:5])[CH2:7]5)=[N:16][NH:15][C:14]4=[O:17])=[CH:19][CH:20]=3)[CH:47]=[CH:46][C:42]=2[CH:43]=[CH:44]1. The yield is 0.150. (2) The reactants are Cl[C:2]1[NH:3][C:4](=[O:19])[C:5]2[CH:10]=[CH:9][N:8]([CH2:11][O:12][CH2:13][CH2:14][Si:15]([CH3:18])([CH3:17])[CH3:16])[C:6]=2[N:7]=1.C(=O)([O-])[O-].[Na+].[Na+].[F:26][C:27]([F:38])([F:37])[C:28]1[CH:33]=[CH:32][C:31](B(O)O)=[CH:30][CH:29]=1. The catalyst is C1C=CC([P]([Pd]([P](C2C=CC=CC=2)(C2C=CC=CC=2)C2C=CC=CC=2)([P](C2C=CC=CC=2)(C2C=CC=CC=2)C2C=CC=CC=2)[P](C2C=CC=CC=2)(C2C=CC=CC=2)C2C=CC=CC=2)(C2C=CC=CC=2)C2C=CC=CC=2)=CC=1.C(O)C. The product is [F:26][C:27]([F:38])([F:37])[C:28]1[CH:33]=[CH:32][C:31]([C:2]2[NH:3][C:4](=[O:19])[C:5]3[CH:10]=[CH:9][N:8]([CH2:11][O:12][CH2:13][CH2:14][Si:15]([CH3:18])([CH3:17])[CH3:16])[C:6]=3[N:7]=2)=[CH:30][CH:29]=1. The yield is 0.650. (3) The reactants are [CH3:1][N:2]1[C:7](=[O:8])[CH:6]=[C:5]([C:9]2[CH:14]=[CH:13][N:12]=[CH:11][N:10]=2)[N:4]=[C:3]1[O:15][CH:16]1[CH2:21][CH2:20][N:19]([C:22]2[CH:29]=[CH:28][CH:27]=[CH:26][C:23]=2[CH:24]=O)[CH2:18][CH2:17]1.[NH:30]1[CH2:35][CH2:34][O:33][CH2:32][CH2:31]1.C(O[BH-](OC(=O)C)OC(=O)C)(=O)C.[Na+]. The catalyst is C(O)(=O)C.ClCCCl. The product is [CH3:1][N:2]1[C:7](=[O:8])[CH:6]=[C:5]([C:9]2[CH:14]=[CH:13][N:12]=[CH:11][N:10]=2)[N:4]=[C:3]1[O:15][CH:16]1[CH2:17][CH2:18][N:19]([C:22]2[CH:29]=[CH:28][CH:27]=[CH:26][C:23]=2[CH2:24][N:30]2[CH2:35][CH2:34][O:33][CH2:32][CH2:31]2)[CH2:20][CH2:21]1. The yield is 0.670. (4) The catalyst is C(Cl)(Cl)Cl. The product is [F:33][C:2]1([F:1])[O:6][C:5]2[CH:7]=[CH:8][C:9]([C:11]3([C:14]([NH:16][C:17]4[CH:18]=[CH:19][C:20]([CH3:32])=[C:21]([C:23]5[C:28]([F:29])=[CH:27][NH:26][C:25](=[O:30])[CH:24]=5)[N:22]=4)=[O:15])[CH2:12][CH2:13]3)=[CH:10][C:4]=2[O:3]1. The yield is 0.470. The reactants are [F:1][C:2]1([F:33])[O:6][C:5]2[CH:7]=[CH:8][C:9]([C:11]3([C:14]([NH:16][C:17]4[N:22]=[C:21]([C:23]5[C:28]([F:29])=[CH:27][N:26]=[C:25]([O:30]C)[CH:24]=5)[C:20]([CH3:32])=[CH:19][CH:18]=4)=[O:15])[CH2:13][CH2:12]3)=[CH:10][C:4]=2[O:3]1.I[Si](C)(C)C. (5) The reactants are C([O:3][C:4]([C:6]1[NH:7][C:8]2[C:13]([C:14]=1[S:15][C:16]1[CH:21]=[CH:20][CH:19]=[CH:18][C:17]=1[CH3:22])=[CH:12][C:11]([O:23][CH3:24])=[C:10]([O:25][CH3:26])[CH:9]=2)=[O:5])C.[OH-].[Li+].Cl. The catalyst is CO.O1CCCC1.C(OCC)(=O)C. The product is [CH3:24][O:23][C:11]1[CH:12]=[C:13]2[C:8](=[CH:9][C:10]=1[O:25][CH3:26])[NH:7][C:6]([C:4]([OH:5])=[O:3])=[C:14]2[S:15][C:16]1[CH:21]=[CH:20][CH:19]=[CH:18][C:17]=1[CH3:22]. The yield is 0.560.